From a dataset of Reaction yield outcomes from USPTO patents with 853,638 reactions. Predict the reaction yield, written as a fraction of the theoretical maximum amount of product (1.0 means a 100% yield; for example, 0.34 means a 34% yield). The reactants are [N+:1]([C:4]1[CH:9]=[CH:8][C:7]([N:10]2[CH2:15][CH2:14][NH:13][CH2:12][CH2:11]2)=[CH:6][CH:5]=1)([O-:3])=[O:2].C(N(CC)CC)C.[CH3:23][S:24](Cl)(=[O:26])=[O:25].C(=O)(O)[O-].[Na+]. The catalyst is ClCCl. The product is [N+:1]([C:4]1[CH:5]=[CH:6][C:7]([N:10]2[CH2:15][CH2:14][N:13]([S:24]([CH3:23])(=[O:26])=[O:25])[CH2:12][CH2:11]2)=[CH:8][CH:9]=1)([O-:3])=[O:2]. The yield is 1.00.